Dataset: Reaction yield outcomes from USPTO patents with 853,638 reactions. Task: Predict the reaction yield, written as a fraction of the theoretical maximum amount of product (1.0 means a 100% yield; for example, 0.34 means a 34% yield). (1) The reactants are [CH:1]1([NH2:4])[CH2:3][CH2:2]1.[CH3:5][C:6]1[CH:7]=[C:8]([NH:13][C:14]([C:16]2[C:17]([S:22][CH2:23][C:24]3[CH:29]=[CH:28][N:27]=[C:26](S(C)=O)[N:25]=3)=[N:18][CH:19]=[CH:20][CH:21]=2)=[O:15])[CH:9]=[C:10]([CH3:12])[CH:11]=1.C(O)C. The catalyst is C(OCC)(=O)C. The product is [CH:1]1([NH:4][C:26]2[N:25]=[C:24]([CH2:23][S:22][C:17]3[C:16]([C:14]([NH:13][C:8]4[CH:9]=[C:10]([CH3:12])[CH:11]=[C:6]([CH3:5])[CH:7]=4)=[O:15])=[CH:21][CH:20]=[CH:19][N:18]=3)[CH:29]=[CH:28][N:27]=2)[CH2:3][CH2:2]1. The yield is 0.670. (2) The reactants are [CH2:1]([NH:8][CH2:9][C:10]1[CH:15]=[CH:14][CH:13]=[CH:12][CH:11]=1)[C:2]1[CH:7]=[CH:6][CH:5]=[CH:4][CH:3]=1.C(=O)([O-])[O-].[K+].[K+].Br[CH2:23][C:24](=[O:29])[C:25]([CH3:28])([CH3:27])[CH3:26]. The catalyst is C(#N)C. The product is [CH2:9]([N:8]([CH2:1][C:2]1[CH:7]=[CH:6][CH:5]=[CH:4][CH:3]=1)[CH2:23][C:24](=[O:29])[C:25]([CH3:28])([CH3:27])[CH3:26])[C:10]1[CH:15]=[CH:14][CH:13]=[CH:12][CH:11]=1. The yield is 0.485. (3) The reactants are [F:1][C:2]1[CH:3]=[C:4]([CH:6]=[CH:7][C:8]=1[CH3:9])[NH2:5].C1C(=O)N([Cl:17])C(=O)C1. The catalyst is CN(C=O)C.C(OCC)(=O)C. The product is [Cl:17][C:3]1[C:2]([F:1])=[C:8]([CH3:9])[CH:7]=[CH:6][C:4]=1[NH2:5]. The yield is 0.0800. (4) The reactants are [Cl:1][C:2]1[C:3]([N:11]2[CH2:16][CH2:15][CH:14]([N:17]3[CH2:21][CH2:20][C@H:19]([NH:22][C:23]4[CH:28]=[CH:27][C:26]([S:29]([CH3:32])(=[O:31])=[O:30])=[CH:25][C:24]=4[F:33])[C:18]3=[O:34])[CH2:13][CH2:12]2)=[N:4][CH:5]=[C:6]([CH:10]=1)[C:7](Cl)=[O:8].[CH3:35][NH:36][CH3:37]. The catalyst is CN(C=O)C.C(#N)C.C1COCC1.CCOC(C)=O. The product is [Cl:1][C:2]1[C:3]([N:11]2[CH2:16][CH2:15][CH:14]([N:17]3[CH2:21][CH2:20][C@H:19]([NH:22][C:23]4[CH:28]=[CH:27][C:26]([S:29]([CH3:32])(=[O:31])=[O:30])=[CH:25][C:24]=4[F:33])[C:18]3=[O:34])[CH2:13][CH2:12]2)=[N:4][CH:5]=[C:6]([CH:10]=1)[C:7]([N:36]([CH3:37])[CH3:35])=[O:8]. The yield is 0.380. (5) The catalyst is CN(C1C=CN=CC=1)C.CN(C=O)C. The yield is 0.800. The reactants are [CH3:1][O:2][C:3]1[CH:4]=[C:5]2[C:10](=[CH:11][C:12]=1[O:13][CH3:14])[C:9](=[O:15])[NH:8][CH2:7]/[C:6]/2=[CH:16]\[C:17]([OH:19])=O.[NH2:20][C:21]1[CH:30]=[CH:29][CH:28]=[CH:27][C:22]=1[C:23]([O:25][CH3:26])=[O:24].C1C=CC2N(O)N=NC=2C=1.CCN=C=NCCCN(C)C.CCN(CC)CC. The product is [CH3:1][O:2][C:3]1[CH:4]=[C:5]2[C:10](=[CH:11][C:12]=1[O:13][CH3:14])[C:9](=[O:15])[NH:8][CH2:7]/[C:6]/2=[CH:16]\[C:17]([NH:20][C:21]1[CH:30]=[CH:29][CH:28]=[CH:27][C:22]=1[C:23]([O:25][CH3:26])=[O:24])=[O:19]. (6) The reactants are [C:1]1([C:7]2([C:10]([O-:12])=[O:11])[CH2:9][CH2:8]2)[CH:6]=[CH:5][CH:4]=[CH:3][CH:2]=1.[N+:13]([O-:16])([O-])=[O:14].[K+].OS(O)(=O)=O.[CH2:23](Cl)Cl. No catalyst specified. The product is [N+:13]([C:4]1[CH:5]=[CH:6][C:1]([C:7]2([C:10]([O:12][CH3:23])=[O:11])[CH2:9][CH2:8]2)=[CH:2][CH:3]=1)([O-:16])=[O:14]. The yield is 0.680. (7) The reactants are Cl[C:2]1[CH:7]=[C:6]([C:8]2[CH:13]=[C:12]([Br:14])[CH:11]=[CH:10][C:9]=2[O:15][CH3:16])[N:5]=[C:4]([NH2:17])[N:3]=1.[Cl:18][C:19]1[CH:24]=[CH:23][C:22]([NH2:25])=[CH:21][CH:20]=1. No catalyst specified. The product is [Br:14][C:12]1[CH:11]=[CH:10][C:9]([O:15][CH3:16])=[C:8]([C:6]2[N:5]=[C:4]([NH2:17])[N:3]=[C:2]([NH:25][C:22]3[CH:23]=[CH:24][C:19]([Cl:18])=[CH:20][CH:21]=3)[CH:7]=2)[CH:13]=1. The yield is 0.850. (8) The reactants are O.[O:2]=[C:3]1[C:12]2[C:7](=[CH:8][CH:9]=[CH:10][CH:11]=2)[O:6][CH2:5][C:4]1=[CH:13][C:14]1[CH:23]=[CH:22][C:17]([C:18]([O:20][CH3:21])=[O:19])=[CH:16][CH:15]=1. The catalyst is CCO.C(OCC)(=O)C. The product is [CH3:21][O:20][C:18](=[O:19])[C:17]1[CH:22]=[CH:23][C:14]([CH2:13][C:4]2[C:3](=[O:2])[C:12]3[C:7](=[CH:8][CH:9]=[CH:10][CH:11]=3)[O:6][CH:5]=2)=[CH:15][CH:16]=1. The yield is 0.590. (9) The reactants are [CH:14]1[CH:19]=[CH:18][C:17](P([C:14]2[CH:19]=[CH:18][CH:17]=[CH:16][CH:15]=2)[C:14]2[CH:19]=[CH:18][CH:17]=[CH:16][CH:15]=2)=[CH:16][CH:15]=1.[C:20]1([CH3:26])C=CC=C[CH:21]=1.C1CCCCC=CC=1.[C]=[O:36].[C:37]([OH:41])([CH3:40])([CH3:39])[CH3:38]. The catalyst is Cl[Pd]Cl. The product is [CH:19]1([C:14]([O:41][C:37]([CH3:40])([CH3:39])[CH3:38])=[O:36])[CH2:18][CH2:17][CH2:16][CH:15]=[CH:26][CH2:20][CH2:21]1. The yield is 0.450.